Dataset: TCR-epitope binding with 47,182 pairs between 192 epitopes and 23,139 TCRs. Task: Binary Classification. Given a T-cell receptor sequence (or CDR3 region) and an epitope sequence, predict whether binding occurs between them. (1) The epitope is FADDLNQLTGY. The TCR CDR3 sequence is RASEDEFECNEQFF. Result: 0 (the TCR does not bind to the epitope). (2) The epitope is YIFFASFYY. The TCR CDR3 sequence is CASSQDFGGGRTDTQYF. Result: 1 (the TCR binds to the epitope). (3) The epitope is EEHVQIHTI. The TCR CDR3 sequence is CASSPVGGSYNEQFF. Result: 0 (the TCR does not bind to the epitope).